The task is: Predict the reaction yield, written as a fraction of the theoretical maximum amount of product (1.0 means a 100% yield; for example, 0.34 means a 34% yield).. This data is from Reaction yield outcomes from USPTO patents with 853,638 reactions. (1) The product is [Br:8][C:6]1[CH:7]=[C:2]([N:9]2[CH2:14][CH2:13][O:12][CH2:11][CH2:10]2)[CH:3]=[N:4][CH:5]=1. The reactants are Br[C:2]1[CH:3]=[N:4][CH:5]=[C:6]([Br:8])[CH:7]=1.[NH:9]1[CH2:14][CH2:13][O:12][CH2:11][CH2:10]1.C(Cl)(Cl)Cl.O. The yield is 0.650. The catalyst is O1CCOCC1.C1C=CC(/C=C/C(/C=C/C2C=CC=CC=2)=O)=CC=1.C1C=CC(/C=C/C(/C=C/C2C=CC=CC=2)=O)=CC=1.C1C=CC(/C=C/C(/C=C/C2C=CC=CC=2)=O)=CC=1.[Pd].[Pd].CC1(C)C2C(=C(P(C3C=CC=CC=3)C3C=CC=CC=3)C=CC=2)OC2C(P(C3C=CC=CC=3)C3C=CC=CC=3)=CC=CC1=2. (2) The reactants are [CH3:1][N:2]1[CH:6]=[C:5]([C:7]2[CH:12]=[CH:11][C:10]([NH:13][CH:14]=O)=[C:9]([O:16][CH3:17])[CH:8]=2)[C:4]([CH3:18])=[N:3]1.CS(C1[N:24]=[CH:25][C:26]2[CH:32]=[CH:31][N:30]=[C:29]([NH:33][CH2:34][C:35]([CH3:38])([CH3:37])[CH3:36])[C:27]=2[N:28]=1)(=O)=O. The yield is 0.210. No catalyst specified. The product is [CH3:1][N:2]1[CH:6]=[C:5]([C:7]2[CH:12]=[CH:11][C:10]([NH:13][C:14]3[N:24]=[CH:25][C:26]4[CH:32]=[CH:31][N:30]=[C:29]([NH:33][CH2:34][C:35]([CH3:38])([CH3:37])[CH3:36])[C:27]=4[N:28]=3)=[C:9]([O:16][CH3:17])[CH:8]=2)[C:4]([CH3:18])=[N:3]1. (3) The reactants are [F:1][C:2]1[C:3]([CH3:24])=[C:4]([C:8]2([C:21](O)=[O:22])[CH2:13][CH:12]=[C:11]([C:14]3[CH:15]=[N:16][CH:17]=[C:18]([F:20])[CH:19]=3)[CH2:10][CH2:9]2)[CH:5]=[CH:6][CH:7]=1.CN(C(F)=[N+](C)C)C.F[P-](F)(F)(F)(F)F.CCN(CC)CC.O1CCCCC1[O:53][NH2:54].Cl. The catalyst is C(OCC)C.CO.CN(C=O)C. The product is [F:1][C:2]1[C:3]([CH3:24])=[C:4]([C:8]2([C:21]([NH:54][OH:53])=[O:22])[CH2:13][CH:12]=[C:11]([C:14]3[CH:15]=[N:16][CH:17]=[C:18]([F:20])[CH:19]=3)[CH2:10][CH2:9]2)[CH:5]=[CH:6][CH:7]=1. The yield is 0.490. (4) The reactants are Cl.[CH2:2]1[C:14]2[C:13]3[CH:12]=[CH:11][CH:10]=[C:9]([S:15][C:16]4[CH:21]=[CH:20][C:19]([CH3:22])=[CH:18][CH:17]=4)[C:8]=3[NH:7][C:6]=2[CH2:5][CH2:4][NH:3]1.N#N.[BH3-]C#N.[Na+].[OH-].[Na+].[C:31]([OH:38])(=[O:37])/[CH:32]=[CH:33]/[C:34]([OH:36])=[O:35]. The catalyst is C(O)(C(F)(F)F)=O.CO. The product is [C:31]([OH:38])(=[O:37])/[CH:32]=[CH:33]/[C:34]([OH:36])=[O:35].[CH3:22][C:19]1[CH:18]=[CH:17][C:16]([S:15][C:9]2[C:8]3[NH:7][C@@H:6]4[CH2:5][CH2:4][NH:3][CH2:2][C@@H:14]4[C:13]=3[CH:12]=[CH:11][CH:10]=2)=[CH:21][CH:20]=1. The yield is 0.670. (5) The reactants are [CH2:1]([O:3][C:4]([C:6]1([CH2:19][C:20]2[CH:25]=[CH:24][CH:23]=[CH:22][C:21]=2[NH2:26])[CH2:11][CH2:10][N:9](C(OC(C)(C)C)=O)[CH2:8][CH2:7]1)=[O:5])[CH3:2].[ClH:27]. The catalyst is ClCCl.O1CCOCC1. The product is [ClH:27].[CH2:1]([O:3][C:4]([C:6]1([CH2:19][C:20]2[CH:25]=[CH:24][CH:23]=[CH:22][C:21]=2[NH2:26])[CH2:7][CH2:8][NH:9][CH2:10][CH2:11]1)=[O:5])[CH3:2]. The yield is 1.00. (6) The reactants are C[O:2][C:3](=[O:34])[C@@H:4]([NH:9][C:10]([C:12]1[N:13]=[C:14]([C:28]2[CH:33]=[CH:32][CH:31]=[CH:30][CH:29]=2)[N:15]2[CH2:20][CH2:19][N:18]([C:21]([O:23][C:24]([CH3:27])([CH3:26])[CH3:25])=[O:22])[CH2:17][C:16]=12)=[O:11])[C:5]([CH3:8])([CH3:7])[CH3:6].[OH-].[Li+]. The catalyst is C1COCC1.O. The product is [C:24]([O:23][C:21]([N:18]1[CH2:19][CH2:20][N:15]2[C:14]([C:28]3[CH:29]=[CH:30][CH:31]=[CH:32][CH:33]=3)=[N:13][C:12]([C:10]([NH:9][C@@H:4]([C:5]([CH3:7])([CH3:8])[CH3:6])[C:3]([OH:34])=[O:2])=[O:11])=[C:16]2[CH2:17]1)=[O:22])([CH3:25])([CH3:26])[CH3:27]. The yield is 0.860. (7) The reactants are [Br:1][C:2]1[C:3]([F:12])=[C:4]2[C:10]([NH2:11])=[CH:9][NH:8][C:5]2=[N:6][CH:7]=1.[O:13]1[CH2:17][CH2:16][CH2:15][CH:14]1[C:18](O)=[O:19].C(N(CC)CC)C.C1N(P(Cl)(N2C(=O)OCC2)=O)C(=O)OC1.[Li+].[OH-]. The catalyst is C(Cl)Cl.O. The product is [Br:1][C:2]1[C:3]([F:12])=[C:4]2[C:10]([NH:11][C:18]([CH:14]3[CH2:15][CH2:16][CH2:17][O:13]3)=[O:19])=[CH:9][NH:8][C:5]2=[N:6][CH:7]=1. The yield is 0.806.